This data is from TCR-epitope binding with 47,182 pairs between 192 epitopes and 23,139 TCRs. The task is: Binary Classification. Given a T-cell receptor sequence (or CDR3 region) and an epitope sequence, predict whether binding occurs between them. The epitope is YLDAYNMMI. The TCR CDR3 sequence is CASSPLPTNEKLFF. Result: 1 (the TCR binds to the epitope).